Dataset: Forward reaction prediction with 1.9M reactions from USPTO patents (1976-2016). Task: Predict the product of the given reaction. (1) Given the reactants [CH2:1]([O:4][C:5]1[CH:6]=[C:7]([CH2:15][CH2:16][C:17]([O:19]CC)=[O:18])[CH:8]=[CH:9][C:10]=1[O:11][CH2:12][C:13]#[CH:14])[C:2]#[CH:3].[OH-].[Li+].O1CCCC1, predict the reaction product. The product is: [CH2:1]([O:4][C:5]1[CH:6]=[C:7]([CH2:15][CH2:16][C:17]([OH:19])=[O:18])[CH:8]=[CH:9][C:10]=1[O:11][CH2:12][C:13]#[CH:14])[C:2]#[CH:3]. (2) Given the reactants [N:1]1([CH2:6][CH2:7][OH:8])[CH:5]=[CH:4][N:3]=[CH:2]1.[H-].[Na+].F[C:12]1[CH:17]=[CH:16][C:15]([N+:18]([O-:20])=[O:19])=[CH:14][CH:13]=1.O, predict the reaction product. The product is: [N+:18]([C:15]1[CH:16]=[CH:17][C:12]([O:8][CH2:7][CH2:6][N:1]2[CH:5]=[CH:4][N:3]=[CH:2]2)=[CH:13][CH:14]=1)([O-:20])=[O:19].